From a dataset of Full USPTO retrosynthesis dataset with 1.9M reactions from patents (1976-2016). Predict the reactants needed to synthesize the given product. (1) Given the product [Br:19][C:20]1[CH:21]=[N:22][C:23]([N:12]2[CH2:13][CH2:14][C:9]([NH:8][C:6]([O:5][C:1]([CH3:4])([CH3:3])[CH3:2])=[O:7])([C:15]([O:17][CH3:18])=[O:16])[CH2:10][CH2:11]2)=[N:24][CH:25]=1, predict the reactants needed to synthesize it. The reactants are: [C:1]([O:5][C:6]([NH:8][C:9]1([C:15]([O:17][CH3:18])=[O:16])[CH2:14][CH2:13][NH:12][CH2:11][CH2:10]1)=[O:7])([CH3:4])([CH3:3])[CH3:2].[Br:19][C:20]1[CH:21]=[N:22][C:23](Cl)=[N:24][CH:25]=1.CCCCCC. (2) Given the product [C:1]([O:5][C@@H:6]([C:11]1[C:12]([CH3:42])=[N:13][C:14]2[N:15]([N:29]=[C:30]([C:32]3[CH:41]=[CH:40][C:39]4[CH2:38][CH2:37][CH2:36][CH2:35][C:34]=4[CH:33]=3)[CH:31]=2)[C:16]=1[C:17]1[C:18]([CH3:28])=[C:19]2[C:24](=[C:25]([F:27])[CH:26]=1)[O:23][CH2:22][CH2:21][CH2:20]2)[C:7]([OH:9])=[O:8])([CH3:4])([CH3:3])[CH3:2], predict the reactants needed to synthesize it. The reactants are: [C:1]([O:5][C@@H:6]([C:11]1[C:12]([CH3:42])=[N:13][C:14]2[N:15]([N:29]=[C:30]([C:32]3[CH:41]=[CH:40][C:39]4[CH2:38][CH2:37][CH2:36][CH2:35][C:34]=4[CH:33]=3)[CH:31]=2)[C:16]=1[C:17]1[C:18]([CH3:28])=[C:19]2[C:24](=[C:25]([F:27])[CH:26]=1)[O:23][CH2:22][CH2:21][CH2:20]2)[C:7]([O:9]C)=[O:8])([CH3:4])([CH3:3])[CH3:2].[OH-].[Na+]. (3) Given the product [CH:14]([C:2]1[CH:3]=[C:4]2[C:9](=[CH:10][CH:11]=1)[C:8](=[O:12])[O:7][CH2:6][CH2:5]2)=[CH2:15], predict the reactants needed to synthesize it. The reactants are: Br[C:2]1[CH:3]=[C:4]2[C:9](=[CH:10][CH:11]=1)[C:8](=[O:12])[O:7][CH2:6][CH2:5]2.[B-](F)(F)(F)[CH:14]=[CH2:15].[K+].ClCCl.C(N(CC)CC)C.